Dataset: Full USPTO retrosynthesis dataset with 1.9M reactions from patents (1976-2016). Task: Predict the reactants needed to synthesize the given product. (1) Given the product [CH3:40][C:36]([N:33]1[CH2:34][CH2:35][N:30]([CH2:29][C:27]2[S:28][C:8]3[C:7]([N:1]4[CH2:6][CH2:5][O:4][CH2:3][CH2:2]4)=[N:12][C:11]([C:43]4[CH:48]=[N:47][C:46]([CH3:49])=[C:45]5[NH:50][CH:51]=[CH:52][C:44]=45)=[N:10][C:9]=3[CH:26]=2)[CH2:31][CH2:32]1)([CH3:41])[C:37]([NH2:39])=[O:38], predict the reactants needed to synthesize it. The reactants are: [N:1]1([C:7]2[C:8]3[S:28][C:27]([CH2:29][N:30]4[CH2:35][CH2:34][N:33]([C:36]([CH3:41])([CH3:40])[C:37]([NH2:39])=[O:38])[CH2:32][CH2:31]4)=[CH:26][C:9]=3[N:10]=[C:11]([Sn](CCCC)(CCCC)CCCC)[N:12]=2)[CH2:6][CH2:5][O:4][CH2:3][CH2:2]1.Br[C:43]1[CH:48]=[N:47][C:46]([CH3:49])=[C:45]2[NH:50][CH:51]=[CH:52][C:44]=12. (2) The reactants are: [C:1]1([CH3:11])[CH:6]=[CH:5][C:4]([S:7][CH2:8][CH2:9][NH2:10])=[CH:3][CH:2]=1.Cl[C:13]([O:15][CH2:16][C:17]1[CH:22]=[CH:21][CH:20]=[CH:19][CH:18]=1)=[O:14].C([O-])([O-])=O.[Cs+].[Cs+].C(N(CC)CC)C. Given the product [C:1]1([CH3:11])[CH:2]=[CH:3][C:4]([S:7][CH2:8][CH2:9][NH:10][C:13](=[O:14])[O:15][CH2:16][C:17]2[CH:22]=[CH:21][CH:20]=[CH:19][CH:18]=2)=[CH:5][CH:6]=1, predict the reactants needed to synthesize it. (3) Given the product [Cl:3][C:4]1[CH:9]=[C:8]([N+:10]([O-:12])=[O:11])[CH:7]=[CH:6][C:5]=1[O:21][CH2:20][C:15]1[CH:16]=[N:17][CH:18]=[CH:19][N:14]=1, predict the reactants needed to synthesize it. The reactants are: [OH-].[K+].[Cl:3][C:4]1[CH:9]=[C:8]([N+:10]([O-:12])=[O:11])[CH:7]=[CH:6][C:5]=1F.[N:14]1[CH:19]=[CH:18][N:17]=[CH:16][C:15]=1[CH2:20][OH:21].